The task is: Predict the product of the given reaction.. This data is from Forward reaction prediction with 1.9M reactions from USPTO patents (1976-2016). (1) Given the reactants [NH2:1][C:2]1[CH:3]=[C:4]([NH:16][C:17](=[O:20])[O:18][CH3:19])[CH:5]=[CH:6][C:7]=1[NH:8][CH2:9][CH:10]1[CH2:15][CH2:14][O:13][CH2:12][CH2:11]1.[CH3:21][C:22]([CH3:27])([CH3:26])[C:23](Cl)=O, predict the reaction product. The product is: [C:22]([C:27]1[N:8]([CH2:9][CH:10]2[CH2:11][CH2:12][O:13][CH2:14][CH2:15]2)[C:7]2[CH:6]=[CH:5][C:4]([NH:16][C:17](=[O:20])[O:18][CH3:19])=[CH:3][C:2]=2[N:1]=1)([CH3:26])([CH3:23])[CH3:21]. (2) Given the reactants [Br:1][CH2:2][C:3](Br)=[O:4].[NH2:6][CH:7]([P:16](=[O:23])([O:20][CH2:21][CH3:22])[O:17][CH2:18][CH3:19])[P:8](=[O:15])([O:12][CH2:13][CH3:14])[O:9][CH2:10][CH3:11].N1C=CC=CC=1, predict the reaction product. The product is: [Br:1][CH2:2][C:3]([NH:6][CH:7]([P:8](=[O:15])([O:9][CH2:10][CH3:11])[O:12][CH2:13][CH3:14])[P:16](=[O:23])([O:20][CH2:21][CH3:22])[O:17][CH2:18][CH3:19])=[O:4]. (3) Given the reactants C1C2C(COC(=O)[NH:17][CH:18]3[CH:26]4[C:27](=[O:44])[CH2:28][CH:29]([C:31](=[O:43])[NH:32][CH:33]5[C:42]6[C:37](=[CH:38][CH:39]=[CH:40][CH:41]=6)[CH2:36][CH2:35][CH2:34]5)[CH2:30][N:24]5[C:25]4=[C:21]([CH:22]=[CH:23]5)[CH2:20][CH2:19]3)C3C(=CC=CC=3)C=2C=CC=1.C(NCC)C, predict the reaction product. The product is: [CH:33]1([NH:32][C:31]([CH:29]2[CH2:30][N:24]3[C:25]4[CH:26]([CH:18]([NH2:17])[CH2:19][CH2:20][C:21]=4[CH:22]=[CH:23]3)[C:27](=[O:44])[CH2:28]2)=[O:43])[C:42]2[C:37](=[CH:38][CH:39]=[CH:40][CH:41]=2)[CH2:36][CH2:35][CH2:34]1. (4) Given the reactants [F:1][C:2]([F:43])([F:42])[C:3]1[CH:4]=[C:5]([CH:35]=[C:36]([C:38]([F:41])([F:40])[F:39])[CH:37]=1)[CH2:6][N:7]1[C:11]([C:12]2[CH:17]=[CH:16][CH:15]=[CH:14][CH:13]=2)=[C:10]([C:18]([C:20]2[N:21]([C:29]3[CH:34]=[CH:33][CH:32]=[CH:31][CH:30]=3)[N:22]=[N:23][C:24]=2[Si](C)(C)C)=[O:19])[N:9]=[N:8]1.[F-].C([NH3+])(C)(C)C.C(O)(=O)C, predict the reaction product. The product is: [F:43][C:2]([F:1])([F:42])[C:3]1[CH:4]=[C:5]([CH:35]=[C:36]([C:38]([F:39])([F:41])[F:40])[CH:37]=1)[CH2:6][N:7]1[C:11]([C:12]2[CH:17]=[CH:16][CH:15]=[CH:14][CH:13]=2)=[C:10]([C:18]([C:20]2[N:21]([C:29]3[CH:34]=[CH:33][CH:32]=[CH:31][CH:30]=3)[N:22]=[N:23][CH:24]=2)=[O:19])[N:9]=[N:8]1. (5) Given the reactants [NH2:1][C:2]1[N:7]=[CH:6][C:5]([C:8]#[C:9][C:10]2[C:11]([CH2:26][CH3:27])=[N:12][CH:13]=[CH:14][C:15]=2[C:16]2[CH:24]=[CH:23][C:19]([C:20]([OH:22])=O)=[C:18]([F:25])[CH:17]=2)=[CH:4][CH:3]=1.[NH:28]1[CH2:33][CH2:32][O:31][CH2:30][CH2:29]1.CN(C(ON1N=NC2C=CC=NC1=2)=[N+](C)C)C.F[P-](F)(F)(F)(F)F.CCN(C(C)C)C(C)C, predict the reaction product. The product is: [NH2:1][C:2]1[N:7]=[CH:6][C:5]([C:8]#[C:9][C:10]2[C:11]([CH2:26][CH3:27])=[N:12][CH:13]=[CH:14][C:15]=2[C:16]2[CH:24]=[CH:23][C:19]([C:20]([N:28]3[CH2:33][CH2:32][O:31][CH2:30][CH2:29]3)=[O:22])=[C:18]([F:25])[CH:17]=2)=[CH:4][CH:3]=1. (6) Given the reactants Cl.[CH2:2]([S:5]([CH2:8][C:9]1[N:10]=[C:11]([NH2:14])[S:12][CH:13]=1)(=[O:7])=[O:6])[CH2:3][CH3:4].Cl[C:16]([O:18][C:19]1[CH:24]=[CH:23][CH:22]=[CH:21][CH:20]=1)=[O:17], predict the reaction product. The product is: [C:19]1([O:18][C:16](=[O:17])[NH:14][C:11]2[S:12][CH:13]=[C:9]([CH2:8][S:5]([CH2:2][CH2:3][CH3:4])(=[O:6])=[O:7])[N:10]=2)[CH:24]=[CH:23][CH:22]=[CH:21][CH:20]=1. (7) Given the reactants [C:1]1(S)[C:10]2[C:5](=[CH:6][CH:7]=[CH:8][CH:9]=2)[CH:4]=[CH:3][CH:2]=1.[CH:12]1(Br)[CH2:15][CH2:14][CH2:13]1.C(=O)([O-])[O-].[K+].[K+].C(=O)(O)[O-].[K+].C1OCCOCCOCCOCCOCCOC1.O[O:47][S:48]([O-:50])=O.[K+], predict the reaction product. The product is: [CH:12]1([S:48]([C:9]2[C:10]3[C:5](=[CH:4][CH:3]=[CH:2][CH:1]=3)[CH:6]=[CH:7][CH:8]=2)(=[O:50])=[O:47])[CH2:15][CH2:14][CH2:13]1. (8) Given the reactants Br[C:2]1[N:3]=[C:4]2[C:10]([C:11]([NH:13][C:14]([CH3:18])([CH3:17])[CH2:15][OH:16])=[O:12])=[CH:9][N:8]([CH2:19][O:20][CH2:21][CH2:22][Si:23]([CH3:26])([CH3:25])[CH3:24])[C:5]2=[N:6][CH:7]=1.[NH:27]1[C:35]2[C:30](=[CH:31][CH:32]=[CH:33][CH:34]=2)[C:29]([CH:36]2[CH2:41][CH2:40][N:39]([C:42]([O:44][C:45]([CH3:48])([CH3:47])[CH3:46])=[O:43])[CH2:38][CH2:37]2)=[N:28]1.CC(C)([O-])C.[Na+], predict the reaction product. The product is: [OH:16][CH2:15][C:14]([NH:13][C:11]([C:10]1[C:4]2[C:5](=[N:6][CH:7]=[C:2]([N:27]3[C:35]4[C:30](=[CH:31][CH:32]=[CH:33][CH:34]=4)[C:29]([CH:36]4[CH2:41][CH2:40][N:39]([C:42]([O:44][C:45]([CH3:48])([CH3:47])[CH3:46])=[O:43])[CH2:38][CH2:37]4)=[N:28]3)[N:3]=2)[N:8]([CH2:19][O:20][CH2:21][CH2:22][Si:23]([CH3:26])([CH3:25])[CH3:24])[CH:9]=1)=[O:12])([CH3:18])[CH3:17]. (9) Given the reactants [Cl:1][C:2]1[CH:11]=[C:10]2[C:5]([CH:6]=[CH:7][C:8]([S:12]([NH:15][C:16]([C:18]3[CH:23]=[CH:22][C:21]([C:24]4[C:29]([C:30]([O:32]CC)=[O:31])=[CH:28][N:27]=[C:26]([N:35]([CH2:40][CH2:41][CH2:42][CH3:43])[CH2:36][CH2:37][CH2:38][CH3:39])[N:25]=4)=[C:20]([C:44]([N:46]4[CH2:55][CH2:54][C:53]5[C:48](=[CH:49][CH:50]=[CH:51][CH:52]=5)[CH2:47]4)=[O:45])[CH:19]=3)=[O:17])(=[O:14])=[O:13])=[CH:9]2)=[CH:4][CH:3]=1.[OH-].[Na+].Cl, predict the reaction product. The product is: [Cl:1][C:2]1[CH:11]=[C:10]2[C:5]([CH:6]=[CH:7][C:8]([S:12]([NH:15][C:16]([C:18]3[CH:23]=[CH:22][C:21]([C:24]4[C:29]([C:30]([OH:32])=[O:31])=[CH:28][N:27]=[C:26]([N:35]([CH2:40][CH2:41][CH2:42][CH3:43])[CH2:36][CH2:37][CH2:38][CH3:39])[N:25]=4)=[C:20]([C:44]([N:46]4[CH2:55][CH2:54][C:53]5[C:48](=[CH:49][CH:50]=[CH:51][CH:52]=5)[CH2:47]4)=[O:45])[CH:19]=3)=[O:17])(=[O:14])=[O:13])=[CH:9]2)=[CH:4][CH:3]=1. (10) Given the reactants [Cl:1][C:2]1[CH:3]=[N:4][C:5]2[N:6]([N:8]=[C:9]([CH:11]=O)[N:10]=2)[CH:7]=1.CC1C=C(C)N2N=C(C=O)N=C2N=1.[CH:26]1([C:31]2([CH2:39][CH2:40][C:41]3[CH:46]=[CH:45][C:44]([CH:47]([OH:49])[CH3:48])=[C:43]([F:50])[CH:42]=3)[O:36][C:35](=[O:37])[CH2:34][C:33](=[O:38])[CH2:32]2)[CH2:30][CH2:29][CH2:28][CH2:27]1.ClC1C=C(CCC2(C3CCCC3)OC(=O)CC(=O)C2)C=C(CC)C=1OC, predict the reaction product. The product is: [Cl:1][C:2]1[CH:3]=[N:4][C:5]2[N:6]([N:8]=[C:9]([CH2:11][C:34]3[C:35](=[O:37])[O:36][C:31]([CH:26]4[CH2:27][CH2:28][CH2:29][CH2:30]4)([CH2:39][CH2:40][C:41]4[CH:46]=[CH:45][C:44]([CH:47]([OH:49])[CH3:48])=[C:43]([F:50])[CH:42]=4)[CH2:32][C:33]=3[OH:38])[N:10]=2)[CH:7]=1.